Dataset: Full USPTO retrosynthesis dataset with 1.9M reactions from patents (1976-2016). Task: Predict the reactants needed to synthesize the given product. (1) Given the product [CH2:35]=[C:2]1[CH2:7][N:6]([C:8]([O:10][CH2:11][C:12]2[CH:17]=[CH:16][CH:15]=[CH:14][CH:13]=2)=[O:9])[C@H:5]([C:18]([O:20][CH2:21][C:22]2[CH:23]=[CH:24][CH:25]=[CH:26][CH:27]=2)=[O:19])[C@@H:4]([C:28]([O:30][C:31]([CH3:33])([CH3:34])[CH3:32])=[O:29])[CH2:3]1, predict the reactants needed to synthesize it. The reactants are: O=[C:2]1[CH2:7][N:6]([C:8]([O:10][CH2:11][C:12]2[CH:17]=[CH:16][CH:15]=[CH:14][CH:13]=2)=[O:9])[C@H:5]([C:18]([O:20][CH2:21][C:22]2[CH:27]=[CH:26][CH:25]=[CH:24][CH:23]=2)=[O:19])[C@@H:4]([C:28]([O:30][C:31]([CH3:34])([CH3:33])[CH3:32])=[O:29])[CH2:3]1.[CH:35]1C=CC(P(C2C=CC=CC=2)C2C=CC=CC=2)=CC=1. (2) The reactants are: [CH3:1][C:2]1[N:7]=[C:6]([C:8]2[CH:13]=[CH:12][CH:11]=[C:10]([C:14]3[CH:15]=[C:16]([S:20](Cl)(=[O:22])=[O:21])[CH:17]=[CH:18][CH:19]=3)[N:9]=2)[CH:5]=[C:4]([C:24]2[CH:29]=[CH:28][C:27]([C:30]([F:33])([F:32])[F:31])=[CH:26][CH:25]=2)[CH:3]=1.[CH3:34][O:35][CH2:36][CH2:37][O:38][CH2:39][CH2:40][NH2:41]. Given the product [CH3:34][O:35][CH2:36][CH2:37][O:38][CH2:39][CH2:40][NH:41][S:20]([C:16]1[CH:17]=[CH:18][CH:19]=[C:14]([C:10]2[N:9]=[C:8]([C:6]3[CH:5]=[C:4]([C:24]4[CH:29]=[CH:28][C:27]([C:30]([F:32])([F:33])[F:31])=[CH:26][CH:25]=4)[CH:3]=[C:2]([CH3:1])[N:7]=3)[CH:13]=[CH:12][CH:11]=2)[CH:15]=1)(=[O:21])=[O:22], predict the reactants needed to synthesize it. (3) Given the product [CH3:22][C:18]1[CH:17]=[C:16]([CH:21]=[CH:20][CH:19]=1)[CH2:15][O:14][C:10]1[CH:11]=[CH:12][CH:13]=[C:4]([C:3]([OH:23])=[O:2])[C:5]=1[C:6]([OH:8])=[O:7], predict the reactants needed to synthesize it. The reactants are: C[O:2][C:3](=[O:23])[C:4]1[C:5](=[C:10]([O:14][CH2:15][C:16]2[CH:21]=[CH:20][CH:19]=[C:18]([CH3:22])[CH:17]=2)[CH:11]=[CH:12][CH:13]=1)[C:6]([O:8]C)=[O:7]. (4) Given the product [F:1][C:2]1[CH:3]=[C:4]2[C:8](=[CH:9][CH:10]=1)[NH:7][N:6]=[C:5]2[CH2:11][C:12]([O:14][CH2:15][CH3:16])=[O:13], predict the reactants needed to synthesize it. The reactants are: [F:1][C:2]1[CH:3]=[C:4]2[C:8](=[CH:9][CH:10]=1)[NH:7][N:6]=[C:5]2[CH2:11][C:12]([OH:14])=[O:13].[CH2:15](O)[CH3:16]. (5) The reactants are: O.C([O-])([O-])=O.[K+].[K+].[CH2:8]([C@@:15]12[CH2:28][CH2:27][C:26]([O:29]CC)=[CH:25][C:24]1=[CH:23][CH2:22][C:21]1[CH:20]=[C:19]([C:32]#[N:33])[CH:18]=[CH:17][C:16]2=1)[C:9]1[CH:14]=[CH:13][CH:12]=[CH:11][CH:10]=1.[H][H]. Given the product [CH2:8]([C@@:15]12[CH2:28][CH2:27][C:26](=[O:29])[CH2:25][C@H:24]1[CH2:23][CH2:22][C:21]1[CH:20]=[C:19]([C:32]#[N:33])[CH:18]=[CH:17][C:16]2=1)[C:9]1[CH:10]=[CH:11][CH:12]=[CH:13][CH:14]=1, predict the reactants needed to synthesize it. (6) Given the product [NH2:18][C:16]1[CH:15]=[CH:14][C:13]([CH3:21])=[C:12]([C:3]2[CH:4]=[CH:5][C:6]([C:8](=[O:11])[CH2:9][CH3:10])=[CH:7][C:2]=2[CH3:1])[CH:17]=1, predict the reactants needed to synthesize it. The reactants are: [CH3:1][C:2]1[CH:7]=[C:6]([C:8](=[O:11])[CH2:9][CH3:10])[CH:5]=[CH:4][C:3]=1[C:12]1[CH:17]=[C:16]([N+:18]([O-])=O)[CH:15]=[CH:14][C:13]=1[CH3:21].N. (7) The reactants are: [CH3:1][O:2][C:3]1[C:11]([O:12][CH3:13])=[CH:10][C:6]([C:7]([NH2:9])=[O:8])=[C:5]([N+:14]([O-])=O)[CH:4]=1. Given the product [NH2:14][C:5]1[CH:4]=[C:3]([O:2][CH3:1])[C:11]([O:12][CH3:13])=[CH:10][C:6]=1[C:7]([NH2:9])=[O:8], predict the reactants needed to synthesize it. (8) Given the product [CH3:42][C:41]1[C:46]2[C:8]3=[CH:7][C:15]4[CH:14]=[CH:13][CH:12]=[CH:11][C:10]=4[N:9]3[CH2:25][C:26]([C:47]([OH:48])=[O:50])=[CH:27][C:28]=2[CH:29]=[CH:30][CH:31]=1, predict the reactants needed to synthesize it. The reactants are: C1([C:7]2[C:15]3[C:10](=[CH:11][C:12](C(NS(N(C)C)(=O)=O)=O)=[CH:13][CH:14]=3)[N:9]3[CH:25](O)[C:26]4[C:31]([C:8]=23)=[CH:30][CH:29]=[C:28](OC)[CH:27]=4)CCCCC1.COP([C:41](=[CH2:46])[C:42](OC)=O)(OC)=O.[C:47](=[O:50])([O-])[O-:48].[Cs+].[Cs+].Cl. (9) Given the product [NH2:14][CH:11]1[CH2:12][CH2:13][N:8]([C:31]2[N:40]=[C:39]([N:41]([CH3:43])[CH3:42])[C:38]3[C:33](=[CH:34][CH:35]=[CH:36][CH:37]=3)[N:32]=2)[CH2:9][CH2:10]1, predict the reactants needed to synthesize it. The reactants are: C([N:8]1[CH2:13][CH2:12][CH:11]([NH2:14])[CH2:10][CH2:9]1)C1C=CC=CC=1.CC(OC(OC(OC(C)(C)C)=O)=O)(C)C.Cl[C:31]1[N:40]=[C:39]([N:41]([CH3:43])[CH3:42])[C:38]2[C:33](=[CH:34][CH:35]=[CH:36][CH:37]=2)[N:32]=1.